Dataset: Experimentally validated miRNA-target interactions with 360,000+ pairs, plus equal number of negative samples. Task: Binary Classification. Given a miRNA mature sequence and a target amino acid sequence, predict their likelihood of interaction. The miRNA is hsa-miR-4757-5p with sequence AGGCCUCUGUGACGUCACGGUGU. The protein sequence of the target gene is MVNSVIFFDITVDGKPLGRISIKQFADKIPKTAENFRALSTGEKGFRYKGSCFHRIIPGFMCQGGDFTHPNGTGDKSIYGEKFDDENLIRKHTGSGILSMANAGPNTNGSQFFICTAKTEWLDGKHVAFGKVKERVNIVEAMEHFGYRNSKTSKKITIADCGQF. Result: 0 (no interaction).